This data is from Forward reaction prediction with 1.9M reactions from USPTO patents (1976-2016). The task is: Predict the product of the given reaction. Given the reactants C(OC([N:8]1[CH2:12][CH2:11][CH2:10][CH:9]1[C:13]#[C:14][C:15]1[CH:20]=[CH:19][C:18]([C:21]([O:23][CH2:24][CH3:25])=[O:22])=[CH:17][CH:16]=1)=O)(C)(C)C.C(O)(C(F)(F)F)=O, predict the reaction product. The product is: [CH2:24]([O:23][C:21]([C:18]1[CH:19]=[CH:20][C:15]([C:14]#[C:13][CH:9]2[CH2:10][CH2:11][CH2:12][NH:8]2)=[CH:16][CH:17]=1)=[O:22])[CH3:25].